Predict the reactants needed to synthesize the given product. From a dataset of Full USPTO retrosynthesis dataset with 1.9M reactions from patents (1976-2016). (1) Given the product [C:7]([C:6]1[CH:10]=[C:11]([CH:12]=[C:4]([Cl:3])[CH:5]=1)[C:13]([O:15][CH3:16])=[O:14])(=[O:8])[NH2:1], predict the reactants needed to synthesize it. The reactants are: [N:1]#N.[Cl:3][C:4]1[CH:5]=[C:6]([CH:10]=[C:11]([C:13]([O:15][CH3:16])=[O:14])[CH:12]=1)[C:7](O)=[O:8].S(Cl)(Cl)=O.N.O1CCOCC1. (2) Given the product [N+:1]([C:4]1[CH:9]=[CH:8][C:7]([N:10]2[C:18]3[CH:17]=[CH:16][N:15]=[C:14]([C:24]#[N:25])[C:13]=3[N:12]=[CH:11]2)=[CH:6][CH:5]=1)([O-:3])=[O:2], predict the reactants needed to synthesize it. The reactants are: [N+:1]([C:4]1[CH:9]=[CH:8][C:7]([N:10]2[C:18]3[CH:17]=[CH:16][N+:15]([O-])=[CH:14][C:13]=3[N:12]=[CH:11]2)=[CH:6][CH:5]=1)([O-:3])=[O:2].C[Si]([C:24]#[N:25])(C)C.CN(C)C(Cl)=O.